Dataset: Full USPTO retrosynthesis dataset with 1.9M reactions from patents (1976-2016). Task: Predict the reactants needed to synthesize the given product. (1) Given the product [CH3:14][N:15]([CH3:17])/[CH:16]=[CH:9]/[C:8]([C:5]1[CH:6]=[CH:7][C:2]([F:1])=[CH:3][C:4]=1[OH:11])=[O:10], predict the reactants needed to synthesize it. The reactants are: [F:1][C:2]1[CH:7]=[CH:6][C:5]([C:8](=[O:10])[CH3:9])=[C:4]([OH:11])[CH:3]=1.CO[CH:14](OC)[N:15]([CH3:17])[CH3:16]. (2) Given the product [OH:8][C@@H:9]1[C@@:37]2([CH3:38])[C:13](=[CH:14][CH:15]=[C:16]3[C@@H:36]2[CH2:35][CH2:34][C@@:33]2([CH3:39])[C@H:17]3[CH2:18][CH:19]=[C:20]2[C:21]([O:24][CH2:25][CH2:26][C:27]([CH2:28][CH3:29])([OH:30])[CH2:31][CH3:32])([CH3:23])[CH3:22])[CH2:12][C@@H:11]([OH:40])[CH2:10]1, predict the reactants needed to synthesize it. The reactants are: [Si]([O:8][C@@H:9]1[C@@:37]2([CH3:38])[C:13](=[CH:14][CH:15]=[C:16]3[C@@H:36]2[CH2:35][CH2:34][C@@:33]2([CH3:39])[C@H:17]3[CH2:18][CH:19]=[C:20]2[C:21]([O:24][CH2:25][CH2:26][C:27]([CH2:31][CH3:32])([OH:30])[CH2:28][CH3:29])([CH3:23])[CH3:22])[CH2:12][C@@H:11]([O:40][Si](C(C)(C)C)(C)C)[CH2:10]1)(C(C)(C)C)(C)C.O1CCCC1.[F-].C([N+](CCCC)(CCCC)CCCC)CCC. (3) Given the product [CH3:11][Si:12]([C:15]#[C:16][C:2]1[CH:10]=[CH:9][CH:8]=[C:7]2[C:3]=1[CH:4]=[N:5][NH:6]2)([CH3:14])[CH3:13], predict the reactants needed to synthesize it. The reactants are: I[C:2]1[CH:10]=[CH:9][CH:8]=[C:7]2[C:3]=1[CH:4]=[N:5][NH:6]2.[CH3:11][Si:12]([C:15]#[CH:16])([CH3:14])[CH3:13].